Dataset: Merck oncology drug combination screen with 23,052 pairs across 39 cell lines. Task: Regression. Given two drug SMILES strings and cell line genomic features, predict the synergy score measuring deviation from expected non-interaction effect. (1) Drug 1: COc1cc(C2c3cc4c(cc3C(OC3OC5COC(C)OC5C(O)C3O)C3COC(=O)C23)OCO4)cc(OC)c1O. Drug 2: Cn1c(=O)n(-c2ccc(C(C)(C)C#N)cc2)c2c3cc(-c4cnc5ccccc5c4)ccc3ncc21. Cell line: PA1. Synergy scores: synergy=-18.4. (2) Drug 1: CN1C(=O)C=CC2(C)C3CCC4(C)C(NC(=O)OCC(F)(F)F)CCC4C3CCC12. Drug 2: CN(C)C(=N)N=C(N)N. Cell line: A375. Synergy scores: synergy=-8.61. (3) Drug 1: COC12C(COC(N)=O)C3=C(C(=O)C(C)=C(N)C3=O)N1CC1NC12. Drug 2: N#Cc1ccc(Cn2cncc2CN2CCN(c3cccc(Cl)c3)C(=O)C2)cc1. Cell line: HT29. Synergy scores: synergy=1.05. (4) Drug 1: CCC1(O)CC2CN(CCc3c([nH]c4ccccc34)C(C(=O)OC)(c3cc4c(cc3OC)N(C)C3C(O)(C(=O)OC)C(OC(C)=O)C5(CC)C=CCN6CCC43C65)C2)C1. Drug 2: Cn1nnc2c(C(N)=O)ncn2c1=O. Cell line: OV90. Synergy scores: synergy=-29.0. (5) Drug 1: CC1(c2nc3c(C(N)=O)cccc3[nH]2)CCCN1. Drug 2: Cn1cc(-c2cnn3c(N)c(Br)c(C4CCCNC4)nc23)cn1. Cell line: SKOV3. Synergy scores: synergy=1.29. (6) Drug 1: O=c1[nH]cc(F)c(=O)[nH]1. Drug 2: C=CCn1c(=O)c2cnc(Nc3ccc(N4CCN(C)CC4)cc3)nc2n1-c1cccc(C(C)(C)O)n1. Cell line: UWB1289. Synergy scores: synergy=70.2. (7) Drug 1: CC1(c2nc3c(C(N)=O)cccc3[nH]2)CCCN1. Drug 2: COC1CC2CCC(C)C(O)(O2)C(=O)C(=O)N2CCCCC2C(=O)OC(C(C)CC2CCC(OP(C)(C)=O)C(OC)C2)CC(=O)C(C)C=C(C)C(O)C(OC)C(=O)C(C)CC(C)C=CC=CC=C1C. Cell line: SKMEL30. Synergy scores: synergy=-0.266. (8) Drug 1: Nc1ccn(C2OC(CO)C(O)C2(F)F)c(=O)n1. Drug 2: COC1=C2CC(C)CC(OC)C(O)C(C)C=C(C)C(OC(N)=O)C(OC)C=CC=C(C)C(=O)NC(=CC1=O)C2=O. Cell line: A2780. Synergy scores: synergy=-7.36. (9) Cell line: SW837. Synergy scores: synergy=-2.17. Drug 1: N#Cc1ccc(Cn2cncc2CN2CCN(c3cccc(Cl)c3)C(=O)C2)cc1. Drug 2: CC(C)CC(NC(=O)C(Cc1ccccc1)NC(=O)c1cnccn1)B(O)O.